Dataset: Full USPTO retrosynthesis dataset with 1.9M reactions from patents (1976-2016). Task: Predict the reactants needed to synthesize the given product. (1) The reactants are: [NH2:1][C:2]1[S:3][C:4]([C:12]2[CH:17]=[CH:16][CH:15]=[CH:14][CH:13]=2)=[CH:5][C:6]=1[C:7]([O:9][CH2:10][CH3:11])=[O:8].[C:18]1(=O)[CH2:22][CH2:21][CH2:20][CH2:19]1. Given the product [CH:18]1([NH:1][C:2]2[S:3][C:4]([C:12]3[CH:17]=[CH:16][CH:15]=[CH:14][CH:13]=3)=[CH:5][C:6]=2[C:7]([O:9][CH2:10][CH3:11])=[O:8])[CH2:22][CH2:21][CH2:20][CH2:19]1, predict the reactants needed to synthesize it. (2) Given the product [C:10](/[C:12](=[CH:6]\[CH:7]=[CH:8]\[N:3]([CH2:4][CH3:5])[CH2:1][CH3:2])/[C:13]([O:15][CH2:16][CH2:17][CH2:18][CH2:19][CH2:20][CH2:21][CH2:22][CH3:23])=[O:14])#[N:11], predict the reactants needed to synthesize it. The reactants are: [CH2:1]([NH:3][CH2:4][CH3:5])[CH3:2].[CH2:6](O)[C:7]#[CH:8].[C:10]([CH2:12][C:13]([O:15][CH2:16][CH2:17][CH2:18][CH2:19][CH2:20][CH2:21][CH2:22][CH3:23])=[O:14])#[N:11].C(O)(=O)C. (3) Given the product [CH2:34]([Cl:36])[Cl:35].[CH3:1][OH:5].[NH4+:7].[OH-:38].[NH2:7][CH:8]1[CH:25]([C:26]([N:28]2[CH2:29][CH2:30][CH2:31][CH2:32]2)=[O:27])[CH2:24][N:11]2[CH2:12][CH2:13][C:14]3[C:19]([CH:10]2[CH2:9]1)=[CH:18][C:17]([O:20][CH3:21])=[C:16]([O:22][CH3:23])[CH:15]=3, predict the reactants needed to synthesize it. The reactants are: [C:1]([O:5]C(=O)[NH:7][CH:8]1[CH:25]([C:26]([N:28]2[CH2:32][CH2:31][CH2:30][CH2:29]2)=[O:27])[CH2:24][N:11]2[CH2:12][CH2:13][C:14]3[C:19]([CH:10]2[CH2:9]1)=[CH:18][C:17]([O:20][CH3:21])=[C:16]([O:22][CH3:23])[CH:15]=3)(C)(C)C.[CH2:34]([Cl:36])[Cl:35].C[OH:38].[NH4+].[OH-]. (4) Given the product [Br:1][C:2]1[CH:15]=[C:14]2[C:5]([O:6][CH:7]3[C:12]([CH3:18])([C:13]2=[CH2:17])[CH2:11][C:10]2([O:22][CH2:21][CH2:20][O:19]2)[CH2:9][CH2:8]3)=[CH:4][CH:3]=1, predict the reactants needed to synthesize it. The reactants are: [Br:1][C:2]1[CH:15]=[C:14]2[C:5]([O:6][CH:7]3[C:12]([CH3:18])([C:13]2([CH3:17])O)[CH2:11][C:10]2([O:22][CH2:21][CH2:20][O:19]2)[CH2:9][CH2:8]3)=[CH:4][CH:3]=1.CC[N+](S(N=C(OC)[O-])(=O)=O)(CC)CC.O. (5) Given the product [NH2:1][C:2]1[N:6]([C:7]2[C:12]([Cl:13])=[CH:11][C:10]([C:14]([F:17])([F:16])[F:15])=[CH:9][C:8]=2[Cl:18])[N:5]=[C:4]([C:19]#[N:20])[C:3]=1[CH:21]1[S:34][CH2:31][CH2:32][S:33]1, predict the reactants needed to synthesize it. The reactants are: [NH2:1][C:2]1[N:6]([C:7]2[C:12]([Cl:13])=[CH:11][C:10]([C:14]([F:17])([F:16])[F:15])=[CH:9][C:8]=2[Cl:18])[N:5]=[C:4]([C:19]#[N:20])[C:3]=1[CH:21]=O.BrN1C(=O)CCC1=O.[CH2:31]([SH:34])[CH2:32][SH:33].[OH-].[Na+]. (6) Given the product [NH2:14][C:12]1[N:13]=[C:8]([C:4]2[CH:3]=[C:2]([NH:1][C:17](=[O:21])[C:18](=[O:19])[CH3:20])[CH:7]=[CH:6][CH:5]=2)[CH:9]=[C:10]([NH:15][CH3:16])[N:11]=1, predict the reactants needed to synthesize it. The reactants are: [NH2:1][C:2]1[CH:3]=[C:4]([C:8]2[N:13]=[C:12]([NH2:14])[N:11]=[C:10]([NH:15][CH3:16])[CH:9]=2)[CH:5]=[CH:6][CH:7]=1.[C:17](O)(=[O:21])[C:18]([CH3:20])=[O:19].C(N(CC)CC)C.C(P1(=O)OP(CCC)(=O)OP(CCC)(=O)O1)CC. (7) The reactants are: Cl[CH2:2][CH2:3][CH2:4][CH2:5][O:6][C:7]1[CH:12]=[CH:11][C:10]([CH3:13])=[C:9]([CH3:14])[CH:8]=1.[CH3:15][CH:16]([CH3:32])[C:17]([NH:19][C:20]1[CH:25]=[CH:24][CH:23]=[C:22]([CH:26]2[CH2:31][CH2:30][NH:29][CH2:28][CH2:27]2)[CH:21]=1)=[O:18]. Given the product [CH3:14][C:9]1[CH:8]=[C:7]([CH:12]=[CH:11][C:10]=1[CH3:13])[O:6][CH2:5][CH2:4][CH2:3][CH2:2][N:29]1[CH2:30][CH2:31][CH:26]([C:22]2[CH:21]=[C:20]([NH:19][C:17](=[O:18])[CH:16]([CH3:15])[CH3:32])[CH:25]=[CH:24][CH:23]=2)[CH2:27][CH2:28]1, predict the reactants needed to synthesize it.